Dataset: Full USPTO retrosynthesis dataset with 1.9M reactions from patents (1976-2016). Task: Predict the reactants needed to synthesize the given product. (1) Given the product [Br:8][C:9]1[CH:10]=[C:11]([F:47])[C:12]2[O:16][C:15]([NH:17][C@H:18]([C:39]([OH:41])=[O:40])[CH2:19][C:20]3[CH:21]=[CH:22][C:23]([O:26][CH2:27][CH2:28][CH2:29][C:30](=[O:38])[NH:31][C:32]4[NH:33][CH2:34][CH2:35][CH2:36][N:37]=4)=[CH:24][CH:25]=3)=[N:14][C:13]=2[CH:46]=1, predict the reactants needed to synthesize it. The reactants are: FC(F)(F)C(O)=O.[Br:8][C:9]1[CH:10]=[C:11]([F:47])[C:12]2[O:16][C:15]([NH:17][C@H:18]([C:39]([O:41]C(C)(C)C)=[O:40])[CH2:19][C:20]3[CH:25]=[CH:24][C:23]([O:26][CH2:27][CH2:28][CH2:29][C:30](=[O:38])[NH:31][C:32]4[NH:33][CH2:34][CH2:35][CH2:36][N:37]=4)=[CH:22][CH:21]=3)=[N:14][C:13]=2[CH:46]=1.C1(C)C=CC=CC=1. (2) Given the product [CH:1]1([N:6]2[CH2:12][C:11]([F:14])([F:13])[C:10](=[O:15])[N:9]([CH3:16])[C:8]3[CH:17]=[N:18][C:19]([NH:21][C:22]4[C:30]([O:31][CH3:32])=[CH:29][C:25]([C:26]([NH:34][CH:35]5[CH2:40][CH2:39][N:38]([CH2:41][CH2:42][OH:43])[CH2:37][CH2:36]5)=[O:27])=[C:24]([F:33])[CH:23]=4)=[N:20][C:7]2=3)[CH2:5][CH2:4][CH2:3][CH2:2]1, predict the reactants needed to synthesize it. The reactants are: [CH:1]1([N:6]2[CH2:12][C:11]([F:14])([F:13])[C:10](=[O:15])[N:9]([CH3:16])[C:8]3[CH:17]=[N:18][C:19]([NH:21][C:22]4[C:30]([O:31][CH3:32])=[CH:29][C:25]([C:26](O)=[O:27])=[C:24]([F:33])[CH:23]=4)=[N:20][C:7]2=3)[CH2:5][CH2:4][CH2:3][CH2:2]1.[NH2:34][CH:35]1[CH2:40][CH2:39][N:38]([CH2:41][CH2:42][OH:43])[CH2:37][CH2:36]1. (3) Given the product [Na+:20].[Br:1][C:2]1[CH:11]=[CH:10][C:9]([CH2:12][S:16]([O-:19])(=[O:18])=[O:17])=[C:4]([C:5]([O:7][CH3:8])=[O:6])[C:3]=1[O:14][CH3:15], predict the reactants needed to synthesize it. The reactants are: [Br:1][C:2]1[C:3]([O:14][CH3:15])=[C:4]([C:9]([CH2:12]Br)=[CH:10][CH:11]=1)[C:5]([O:7][CH3:8])=[O:6].[S:16]([O-:19])([O-:18])=[O:17].[Na+:20].[Na+]. (4) Given the product [F:19][CH2:6][C@@H:7]1[CH2:11][CH2:10][CH2:9][N:8]1[C:12]([O:14][C:15]([CH3:18])([CH3:17])[CH3:16])=[O:13], predict the reactants needed to synthesize it. The reactants are: CS(O[CH2:6][C@@H:7]1[CH2:11][CH2:10][CH2:9][N:8]1[C:12]([O:14][C:15]([CH3:18])([CH3:17])[CH3:16])=[O:13])(=O)=O.[F-:19].C([N+](CCCC)(CCCC)CCCC)CCC. (5) The reactants are: [Br:1][CH2:2][CH2:3][CH2:4][CH2:5][OH:6].ClC(Cl)(O[C:11](=[O:17])OC(Cl)(Cl)Cl)Cl.[CH3:19][C:20]1[CH:21]=[CH:22][C:23]([C:26]2[N:30]([C:31]3[CH:32]=[CH:33][C:34]([S:37]([NH2:40])(=[O:39])=[O:38])=[CH:35][CH:36]=3)[N:29]=[C:28]([C:41]([F:44])([F:43])[F:42])[CH:27]=2)=[CH:24][CH:25]=1.[NH4+].[Cl-]. Given the product [Br:1][CH2:2][CH2:3][CH2:4][CH2:5][O:6][C:11](=[O:17])[NH:40][S:37]([C:34]1[CH:33]=[CH:32][C:31]([N:30]2[C:26]([C:23]3[CH:24]=[CH:25][C:20]([CH3:19])=[CH:21][CH:22]=3)=[CH:27][C:28]([C:41]([F:42])([F:43])[F:44])=[N:29]2)=[CH:36][CH:35]=1)(=[O:39])=[O:38], predict the reactants needed to synthesize it.